Dataset: Forward reaction prediction with 1.9M reactions from USPTO patents (1976-2016). Task: Predict the product of the given reaction. (1) Given the reactants [Cl:1][C:2]1[CH:11]=[CH:10][C:9]([NH2:12])=[C:8]2[C:3]=1[CH:4]=[CH:5][CH:6]=[N:7]2.[C:13]1([S:19](Cl)(=[O:21])=[O:20])[CH:18]=[CH:17][CH:16]=[CH:15][CH:14]=1, predict the reaction product. The product is: [Cl:1][C:2]1[CH:11]=[CH:10][C:9]([NH:12][S:19]([C:13]2[CH:18]=[CH:17][CH:16]=[CH:15][CH:14]=2)(=[O:21])=[O:20])=[C:8]2[C:3]=1[CH:4]=[CH:5][CH:6]=[N:7]2. (2) Given the reactants [CH3:1][O:2][CH2:3][O:4][C:5]1[CH:10]=[CH:9][C:8]([C:11]2[N:16]=[C:15]3[N:17]([CH:21]4[CH2:26][CH2:25][CH2:24][CH2:23][O:22]4)[N:18]=[C:19]([CH3:20])[C:14]3=[C:13]([CH2:27]OS(C)(=O)=O)[CH:12]=2)=[CH:7][CH:6]=1.[CH3:33][CH:34]1[CH2:39][NH:38][C:37]([CH3:41])([CH3:40])[CH2:36][N:35]1[CH2:42][C:43]1[CH:44]=[N:45][CH:46]=[CH:47][CH:48]=1.CCN(C(C)C)C(C)C, predict the reaction product. The product is: [CH3:1][O:2][CH2:3][O:4][C:5]1[CH:6]=[CH:7][C:8]([C:11]2[N:16]=[C:15]3[N:17]([CH:21]4[CH2:26][CH2:25][CH2:24][CH2:23][O:22]4)[N:18]=[C:19]([CH3:20])[C:14]3=[C:13]([CH2:27][N:38]3[CH2:39][CH:34]([CH3:33])[N:35]([CH2:42][C:43]4[CH:44]=[N:45][CH:46]=[CH:47][CH:48]=4)[CH2:36][C:37]3([CH3:40])[CH3:41])[CH:12]=2)=[CH:9][CH:10]=1. (3) Given the reactants C1(N2C(C(F)(F)F)=C(C3ON=C4C5C(CCC=34)=CC(C=C)=CC=5)C=N2)C=CC=CC=1.[CH:31]([C:33]1[CH:34]=[C:35]2[C:40](=[CH:41][CH:42]=1)/[C:39](=[N:43]/[OH:44])/[CH2:38][CH2:37][CH2:36]2)=[CH2:32].[CH:45]1([C:51]2[CH:60]=[CH:59][C:54]([C:55](OC)=O)=[CH:53][C:52]=2[C:61]([F:64])([F:63])[F:62])[CH2:50][CH2:49][CH2:48][CH2:47][CH2:46]1, predict the reaction product. The product is: [CH:45]1([C:51]2[CH:60]=[CH:59][C:54]([C:55]3[O:44][N:43]=[C:39]4[C:40]5[C:35]([CH2:36][CH2:37][C:38]=34)=[CH:34][C:33]([CH:31]=[CH2:32])=[CH:42][CH:41]=5)=[CH:53][C:52]=2[C:61]([F:62])([F:63])[F:64])[CH2:46][CH2:47][CH2:48][CH2:49][CH2:50]1. (4) Given the reactants [Cl:1][C:2]1[N:7]=[C:6](Cl)[CH:5]=[CH:4][N:3]=1.[F:9][C:10]1[CH:11]=[C:12]2[C:16](=[CH:17][CH:18]=1)[NH:15][N:14]=[C:13]2[NH:19][CH3:20].Cl, predict the reaction product. The product is: [Cl:1][C:2]1[N:7]=[C:6]([N:19]([CH3:20])[C:13]2[C:12]3[C:16](=[CH:17][CH:18]=[C:10]([F:9])[CH:11]=3)[NH:15][N:14]=2)[CH:5]=[CH:4][N:3]=1. (5) Given the reactants [Cl:1][C:2]1[C:3]([CH3:38])=[C:4]([NH:8][C:9]([C:11]2[C:19]3[N:18]=[C:17]([NH:20][CH2:21][C:22]([O-:24])=[O:23])[NH:16][C:15]=3[CH:14]=[C:13]([NH:25][C:26]([C:28]3[CH:33]=[CH:32][CH:31]=[CH:30][C:29]=3[C:34]([F:37])([F:36])[F:35])=[O:27])[CH:12]=2)=[O:10])[CH:5]=[CH:6][CH:7]=1, predict the reaction product. The product is: [Cl:1][C:2]1[C:3]([CH3:38])=[C:4]([NH:8][C:9]([C:11]2[C:19]3[N:18]=[C:17]([NH:20][CH2:21][C:22]([OH:24])=[O:23])[NH:16][C:15]=3[CH:14]=[C:13]([NH:25][C:26]([C:28]3[CH:33]=[CH:32][CH:31]=[CH:30][C:29]=3[C:34]([F:35])([F:36])[F:37])=[O:27])[CH:12]=2)=[O:10])[CH:5]=[CH:6][CH:7]=1. (6) Given the reactants C([O:8][C:9]1[CH:10]=[CH:11][C:12]([C:15]2([CH3:20])[CH2:17][C:16]2([F:19])[F:18])=[N:13][CH:14]=1)C1C=CC=CC=1, predict the reaction product. The product is: [F:19][C:16]1([F:18])[CH2:17][C:15]1([C:12]1[N:13]=[CH:14][C:9]([OH:8])=[CH:10][CH:11]=1)[CH3:20]. (7) The product is: [Br:1][C:2]1[CH:7]=[CH:6][C:5]([NH:8][C:9]2[N:10]=[C:11]([C:16]3[CH:21]=[C:20]([Cl:22])[CH:19]=[CH:18][C:17]=3[CH3:23])[N:12]=[C:13]([S:25][CH3:24])[N:14]=2)=[CH:4][CH:3]=1. Given the reactants [Br:1][C:2]1[CH:7]=[CH:6][C:5]([NH:8][C:9]2[N:14]=[C:13](Cl)[N:12]=[C:11]([C:16]3[CH:21]=[C:20]([Cl:22])[CH:19]=[CH:18][C:17]=3[CH3:23])[N:10]=2)=[CH:4][CH:3]=1.[CH3:24][S-:25].[Na+], predict the reaction product.